Dataset: Forward reaction prediction with 1.9M reactions from USPTO patents (1976-2016). Task: Predict the product of the given reaction. (1) Given the reactants Br[C:2]1[CH:7]=[CH:6][CH:5]=[CH:4][N:3]=1.[Li]CCCC.[N:13]1([CH2:18][C:19](OCC)=[O:20])[CH:17]=[CH:16][CH:15]=[CH:14]1.[NH4+].[Cl-], predict the reaction product. The product is: [N:3]1[CH:4]=[CH:5][CH:6]=[CH:7][C:2]=1[C:19](=[O:20])[CH2:18][N:13]1[CH:17]=[CH:16][CH:15]=[CH:14]1. (2) Given the reactants O1CCCCC1[O:7][CH:8]1[CH2:13][NH:12][C:11](=[O:14])[N:10]2[C:15]3[N:21]=[CH:20][CH:19]=[CH:18][C:16]=3[CH:17]=[C:9]12, predict the reaction product. The product is: [OH:7][CH:8]1[CH2:13][NH:12][C:11](=[O:14])[N:10]2[C:15]3[N:21]=[CH:20][CH:19]=[CH:18][C:16]=3[CH:17]=[C:9]12. (3) The product is: [Cl:18][C:19]1[CH:20]=[C:21]([CH:24]=[C:25]([O:29][CH3:30])[C:26]=1[O:27][CH3:28])[CH:22]=[N:17][NH:16][C:14](=[O:15])[CH2:13][CH2:12][N:4]1[C:5]2[C:10](=[C:9]([CH3:11])[CH:8]=[CH:7][CH:6]=2)[C:2]([CH3:1])=[CH:3]1. Given the reactants [CH3:1][C:2]1[C:10]2[C:5](=[CH:6][CH:7]=[CH:8][C:9]=2[CH3:11])[N:4]([CH2:12][CH2:13][C:14]([NH:16][NH2:17])=[O:15])[CH:3]=1.[Cl:18][C:19]1[CH:20]=[C:21]([CH:24]=[C:25]([O:29][CH3:30])[C:26]=1[O:27][CH3:28])[CH:22]=O, predict the reaction product. (4) Given the reactants [C:1]([O:5][C:6](=[O:35])[NH:7][C:8]1([C:12]2[CH:17]=[CH:16][C:15]([C:18]3[N:19]=[C:20]4[CH:25]=[CH:24][C:23]([CH2:26][OH:27])=[CH:22][N:21]4[C:28]=3[C:29]3[CH:34]=[CH:33][CH:32]=[CH:31][CH:30]=3)=[CH:14][CH:13]=2)[CH2:11][CH2:10][CH2:9]1)([CH3:4])([CH3:3])[CH3:2].C(N(CC)CC)C, predict the reaction product. The product is: [C:1]([O:5][C:6](=[O:35])[NH:7][C:8]1([C:12]2[CH:13]=[CH:14][C:15]([C:18]3[N:19]=[C:20]4[CH:25]=[CH:24][C:23]([CH:26]=[O:27])=[CH:22][N:21]4[C:28]=3[C:29]3[CH:30]=[CH:31][CH:32]=[CH:33][CH:34]=3)=[CH:16][CH:17]=2)[CH2:11][CH2:10][CH2:9]1)([CH3:4])([CH3:2])[CH3:3]. (5) Given the reactants [Cl:1][C:2]1[C:3]([C:9]2[CH:14]=[CH:13][CH:12]=[C:11]([NH:15][CH2:16][C:17]3([C:23]#[N:24])[CH2:22][CH2:21][O:20][CH2:19][CH2:18]3)[N:10]=2)=[CH:4][C:5](F)=[N:6][CH:7]=1.C(=O)([O-])[O-].[K+].[K+].[O:31]1[CH2:36][CH2:35][N:34]([CH2:37][C@H:38]2[CH2:43][CH2:42][C@H:41]([NH2:44])[CH2:40][CH2:39]2)[CH2:33][CH2:32]1, predict the reaction product. The product is: [Cl:1][C:2]1[C:3]([C:9]2[CH:14]=[CH:13][CH:12]=[C:11]([NH:15][CH2:16][C:17]3([C:23]#[N:24])[CH2:22][CH2:21][O:20][CH2:19][CH2:18]3)[N:10]=2)=[CH:4][C:5]([NH:44][C@H:41]2[CH2:40][CH2:39][C@H:38]([CH2:37][N:34]3[CH2:33][CH2:32][O:31][CH2:36][CH2:35]3)[CH2:43][CH2:42]2)=[N:6][CH:7]=1. (6) Given the reactants [Cl:1][C:2]1[CH:29]=[CH:28][C:5]([O:6][CH2:7][C@@H:8]([F:27])[CH2:9][O:10][C:11]2[CH:12]=[C:13]([CH2:17][C@H:18]([O:23][CH:24]([CH3:26])[CH3:25])[C:19]([O:21]C)=[O:20])[CH:14]=[CH:15][CH:16]=2)=[C:4]([C:30]#[N:31])[CH:3]=1.C(OC)(C)(C)C.Cl, predict the reaction product. The product is: [Cl:1][C:2]1[CH:29]=[CH:28][C:5]([O:6][CH2:7][C@@H:8]([F:27])[CH2:9][O:10][C:11]2[CH:12]=[C:13]([CH2:17][C@H:18]([O:23][CH:24]([CH3:26])[CH3:25])[C:19]([OH:21])=[O:20])[CH:14]=[CH:15][CH:16]=2)=[C:4]([C:30]#[N:31])[CH:3]=1.